Dataset: Reaction yield outcomes from USPTO patents with 853,638 reactions. Task: Predict the reaction yield, written as a fraction of the theoretical maximum amount of product (1.0 means a 100% yield; for example, 0.34 means a 34% yield). (1) The catalyst is C1(C)C=CC=CC=1. The reactants are [OH:1][C:2]1[C:7]([CH:8]=[O:9])=[CH:6][C:5]([O:10][CH3:11])=[N:4][CH:3]=1.[CH2:12](O)[CH2:13][OH:14].CC1C=CC(S(O)(=O)=O)=CC=1. The product is [O:9]1[CH2:12][CH2:13][O:14][CH:8]1[C:7]1[CH:6]=[C:5]([O:10][CH3:11])[N:4]=[CH:3][C:2]=1[OH:1]. The yield is 0.760. (2) The yield is 0.870. The reactants are [NH2:1][C:2]1[CH:7]=[C:6](Br)[N:5]=[C:4]([C:9]([O:11][CH3:12])=[O:10])[C:3]=1[O:13][CH3:14].C([Sn](CCCC)(CCCC)[C:20]([O:22][CH2:23][CH3:24])=[CH2:21])CCC.[Sn]. The product is [NH2:1][C:2]1[CH:7]=[C:6]([C:20]([O:22][CH2:23][CH3:24])=[CH2:21])[N:5]=[C:4]([C:9]([O:11][CH3:12])=[O:10])[C:3]=1[O:13][CH3:14]. The catalyst is ClCCCl.[Pd].Cl[Pd](Cl)([P](C1C=CC=CC=1)(C1C=CC=CC=1)C1C=CC=CC=1)[P](C1C=CC=CC=1)(C1C=CC=CC=1)C1C=CC=CC=1.